Dataset: Full USPTO retrosynthesis dataset with 1.9M reactions from patents (1976-2016). Task: Predict the reactants needed to synthesize the given product. Given the product [F:8][C:6]1[CH:5]=[CH:4][C:3]([N+:9]([O-:11])=[O:10])=[C:2]([NH2:19])[CH:7]=1, predict the reactants needed to synthesize it. The reactants are: F[C:2]1[CH:7]=[C:6]([F:8])[CH:5]=[CH:4][C:3]=1[N+:9]([O-:11])=[O:10].CC(C)=O.C(=O)=O.[NH3:19].